Task: Binary Classification. Given a drug SMILES string, predict its activity (active/inactive) in a high-throughput screening assay against a specified biological target.. Dataset: Kir2.1 potassium channel HTS with 301,493 compounds (1) The molecule is [O-][N+](=O)c1cc2c(nc(nc2cc1)NCC(O)=O)c1ccccc1. The result is 0 (inactive). (2) The molecule is O1CCN(CC1)C(=O)c1noc(c1)COc1ccc(cc1)C(=O)C. The result is 0 (inactive). (3) The molecule is s1cc(nc1/C(=C/Nc1ccc(C(OCCN(CC)CC)=O)cc1)C#N)c1cc2OCOc2cc1. The result is 0 (inactive). (4) The molecule is s1c2c(CCCCC2)c2c1[nH]c(=S)n(c2=O)CC. The result is 0 (inactive).